From a dataset of Full USPTO retrosynthesis dataset with 1.9M reactions from patents (1976-2016). Predict the reactants needed to synthesize the given product. Given the product [C:9]([N:1]1[CH2:8][CH2:7][CH2:6][C@H:2]1[C:3]([OH:5])=[O:4])(=[O:19])[CH2:10][CH2:11][CH2:12][CH2:13][CH2:14][CH2:15][CH2:16][CH2:17][CH3:18], predict the reactants needed to synthesize it. The reactants are: [NH:1]1[CH2:8][CH2:7][CH2:6][C@H:2]1[C:3]([OH:5])=[O:4].[C:9](Cl)(=[O:19])[CH2:10][CH2:11][CH2:12][CH2:13][CH2:14][CH2:15][CH2:16][CH2:17][CH3:18].[OH-].[Na+].S(=O)(=O)(O)O.